Dataset: CYP3A4 inhibition data for predicting drug metabolism from PubChem BioAssay. Task: Regression/Classification. Given a drug SMILES string, predict its absorption, distribution, metabolism, or excretion properties. Task type varies by dataset: regression for continuous measurements (e.g., permeability, clearance, half-life) or binary classification for categorical outcomes (e.g., BBB penetration, CYP inhibition). Dataset: cyp3a4_veith. (1) The drug is O=C(Nc1ccc([N+](=O)[O-])cc1Cl)c1cc(Cl)ccc1O. The result is 1 (inhibitor). (2) The compound is CC(C)Oc1ccc(CNC(=O)CC(c2ccccc2)c2cc(Cl)ccc2O)cc1. The result is 1 (inhibitor). (3) The drug is Cc1cnc(CNc2cc(-c3ccc(C(=O)N(C)C)cc3)ncn2)cn1. The result is 0 (non-inhibitor). (4) The molecule is COc1cccc(/C=N/n2nnc3c(cnn3-c3ccccc3)c2=O)c1. The result is 0 (non-inhibitor). (5) The drug is COc1ccccc1OC[C@H](O)CO. The result is 0 (non-inhibitor). (6) The drug is C=CCn1c(=O)c2c(nc(-c3ccc(S(=O)(=O)O)cc3)n2C)n(C)c1=O. The result is 0 (non-inhibitor). (7) The compound is O=C(c1ccncc1)N1CCC2(CCN(Cc3cc(C(F)(F)F)cc(C(F)(F)F)c3)CC2)CC1. The result is 1 (inhibitor).